From a dataset of Forward reaction prediction with 1.9M reactions from USPTO patents (1976-2016). Predict the product of the given reaction. (1) Given the reactants [CH3:1][C:2]1[C:10]2[C:9]([C:11]([OH:13])=O)=[CH:8][C:7]([CH3:14])=[N:6][C:5]=2[NH:4][N:3]=1.[CH3:15][O:16][C:17]1[C:22]([NH2:23])=[C:21]([CH3:24])[CH:20]=[CH:19][N:18]=1.[CH3:25][C:26]1[C:31]([N+]([O-])=O)=[C:30](C)N=C(O)N=1.P(Cl)(Cl)(Cl)=O.C[CH2:43][O:44][C:45]([CH3:47])=O.CCCCCCC, predict the reaction product. The product is: [CH3:15][O:16][C:17]1[C:22]([NH:23][C:11]([C:9]2[C:10]3[C:2]([CH3:1])=[N:3][N:4]([C:26]4[CH:25]=[CH:47][C:45]([O:44][CH3:43])=[CH:30][CH:31]=4)[C:5]=3[N:6]=[C:7]([CH3:14])[CH:8]=2)=[O:13])=[C:21]([CH3:24])[CH:20]=[CH:19][N:18]=1. (2) Given the reactants [C:1]([O:5][C:6]([NH:8][C@@H:9]([CH2:13][CH:14]=[CH2:15])[C:10]([OH:12])=[O:11])=[O:7])([CH3:4])([CH3:3])[CH3:2].[CH:16]1(O)[CH2:20][CH2:19][CH2:18][CH2:17]1.C(Cl)CCl, predict the reaction product. The product is: [C:1]([O:5][C:6]([NH:8][C@@H:9]([CH2:13][CH:14]=[CH2:15])[C:10]([O:12][CH:16]1[CH2:20][CH2:19][CH2:18][CH2:17]1)=[O:11])=[O:7])([CH3:4])([CH3:3])[CH3:2]. (3) Given the reactants [OH:1][CH:2]([C:6]1[CH:11]=[CH:10][CH:9]=[CH:8][CH:7]=1)[C:3]([OH:5])=O.[NH2:12][C:13]1[CH:14]=[C:15]([C:19]2[N:24]=[C:23]([NH2:25])[N:22]=[C:21]([NH:26][CH3:27])[CH:20]=2)[CH:16]=[CH:17][CH:18]=1.OC1C2N=NNC=2C=CC=1.C1(N=C=NC2CCCCC2)CCCCC1, predict the reaction product. The product is: [NH2:25][C:23]1[N:24]=[C:19]([C:15]2[CH:14]=[C:13]([NH:12][C:3](=[O:5])[CH:2]([OH:1])[C:6]3[CH:11]=[CH:10][CH:9]=[CH:8][CH:7]=3)[CH:18]=[CH:17][CH:16]=2)[CH:20]=[C:21]([NH:26][CH3:27])[N:22]=1. (4) Given the reactants CO[C:3](=[O:24])[C:4]1[CH:9]=[CH:8][C:7]([O:10][CH2:11][C:12]2[C:13]([C:17]3[CH:22]=[CH:21][C:20]([F:23])=[CH:19][CH:18]=3)=[N:14][O:15][CH:16]=2)=[N:6][CH:5]=1.[NH2:25][CH2:26][CH:27]([OH:32])[C:28]([F:31])([F:30])[F:29], predict the reaction product. The product is: [F:23][C:20]1[CH:19]=[CH:18][C:17]([C:13]2[C:12]([CH2:11][O:10][C:7]3[CH:8]=[CH:9][C:4]([C:3]([NH:25][CH2:26][CH:27]([OH:32])[C:28]([F:31])([F:30])[F:29])=[O:24])=[CH:5][N:6]=3)=[CH:16][O:15][N:14]=2)=[CH:22][CH:21]=1. (5) Given the reactants [CH:1]1([C:4]2[N:9]=[C:8]([C:10]3[CH:11]=[C:12]([C:25]4[N:29](COCC[Si](C)(C)C)[C:28]5[CH:38]=[CH:39][CH:40]=[CH:41][C:27]=5[N:26]=4)[C:13](=[O:24])[N:14](COCC[Si](C)(C)C)[N:15]=3)[CH:7]=[CH:6][N:5]=2)[CH2:3][CH2:2]1.C(O)C, predict the reaction product. The product is: [NH:29]1[C:28]2[CH:38]=[CH:39][CH:40]=[CH:41][C:27]=2[N:26]=[C:25]1[C:12]1[C:13](=[O:24])[NH:14][N:15]=[C:10]([C:8]2[CH:7]=[CH:6][N:5]=[C:4]([CH:1]3[CH2:2][CH2:3]3)[N:9]=2)[CH:11]=1.